Dataset: Full USPTO retrosynthesis dataset with 1.9M reactions from patents (1976-2016). Task: Predict the reactants needed to synthesize the given product. (1) Given the product [NH2:27][CH:20]1[CH2:25][CH2:24][CH2:23][CH:22]([C:4]2[CH:3]=[CH:12][C:11]3[C:6](=[CH:7][C:8]([O:15][CH3:16])=[C:9]([O:13][CH3:14])[CH:10]=3)[N:5]=2)[CH2:21]1, predict the reactants needed to synthesize it. The reactants are: Cl.N[C:3]1[CH:4]=[N:5][C:6]2[C:11]([CH:12]=1)=[CH:10][C:9]([O:13][CH3:14])=[C:8]([O:15][CH3:16])[CH:7]=2.C[O-].[Na+].[C:20]1(=O)[CH2:25][CH2:24][CH2:23][CH2:22][CH2:21]1.[N:27]1C=CC=CC=1.B.Cl.[OH-].[Na+]. (2) Given the product [Cl:1][C:2]1[C:7]([N:8]2[CH2:13][CH2:12][N:11]([CH2:14][CH:15]([F:17])[F:16])[CH2:10][CH2:9]2)=[CH:6][C:5]([C:18]#[N:19])=[CH:4][C:3]=1[NH:20][C:21]1[N:26]=[C:25]([NH:27][CH:37]2[CH2:38][CH2:39]2)[C:24]2=[N:40][CH:41]=[C:42]([C:43]#[N:44])[N:23]2[N:22]=1, predict the reactants needed to synthesize it. The reactants are: [Cl:1][C:2]1[C:7]([N:8]2[CH2:13][CH2:12][N:11]([CH2:14][CH:15]([F:17])[F:16])[CH2:10][CH2:9]2)=[CH:6][C:5]([C:18]#[N:19])=[CH:4][C:3]=1[NH:20][C:21]1[N:26]=[C:25]([N:27]([CH:37]2[CH2:39][CH2:38]2)CC2C=CC(OC)=CC=2)[C:24]2=[N:40][CH:41]=[C:42]([C:43]#[N:44])[N:23]2[N:22]=1.C1(OC)C=CC=CC=1.FC(F)(F)C(O)=O. (3) The reactants are: [F:1][C:2]([F:30])([F:29])[C:3]1[CH:4]=[C:5]([CH:22]=[C:23]([C:25]([F:28])([F:27])[F:26])[CH:24]=1)[CH2:6][N:7]([CH2:14][C:15]1[CH:20]=[CH:19][CH:18]=[CH:17][C:16]=1Br)[C:8]1[N:9]=[N:10][N:11]([CH3:13])[N:12]=1.[CH:31]([C:34]1[CH:35]=[CH:36][C:37]([O:43][CH3:44])=[C:38](B(O)O)[CH:39]=1)([CH3:33])[CH3:32].C([O-])([O-])=O.[Na+].[Na+]. Given the product [F:1][C:2]([F:30])([F:29])[C:3]1[CH:4]=[C:5]([CH:22]=[C:23]([C:25]([F:28])([F:27])[F:26])[CH:24]=1)[CH2:6][N:7]([CH2:14][C:15]1[CH:20]=[CH:19][CH:18]=[CH:17][C:16]=1[C:38]1[CH:39]=[C:34]([CH:31]([CH3:33])[CH3:32])[CH:35]=[CH:36][C:37]=1[O:43][CH3:44])[C:8]1[N:9]=[N:10][N:11]([CH3:13])[N:12]=1, predict the reactants needed to synthesize it. (4) Given the product [CH3:1][NH:2][CH2:3][C:5]1([C:11]2[CH:12]=[CH:13][C:14]([O:17][CH2:18][CH2:19][CH2:20][N:21]3[CH2:22][CH2:23][O:24][CH2:25][CH2:26]3)=[CH:15][CH:16]=2)[CH2:6][CH2:7][O:8][CH2:9][CH2:10]1, predict the reactants needed to synthesize it. The reactants are: [CH3:1][NH:2][C:3]([C:5]1([C:11]2[CH:16]=[CH:15][C:14]([O:17][CH2:18][CH2:19][CH2:20][N:21]3[CH2:26][CH2:25][O:24][CH2:23][CH2:22]3)=[CH:13][CH:12]=2)[CH2:10][CH2:9][O:8][CH2:7][CH2:6]1)=O.[H-].[H-].[H-].[H-].[Li+].[Al+3].N1(CC2(C3C=CC(OCCCN4CCOCC4)=CC=3)CCOCC2)CCOCC1. (5) Given the product [NH2:23][C:19]1[NH:20][C:21](=[O:22])[C:16]2[S:15][C:14](=[O:24])[N:13]([C@@H:11]3[O:12][C@H:8]([C@@H:5]([O:4][C:1](=[O:3])[CH3:2])[CH2:6][CH3:7])[CH2:9][C@H:10]3[OH:30])[C:17]=2[N:18]=1, predict the reactants needed to synthesize it. The reactants are: [C:1]([O:4][C@H:5]([C@H:8]1[O:12][C@@H:11]([N:13]2[C:17]3[N:18]=[C:19]([NH2:23])[NH:20][C:21](=[O:22])[C:16]=3[S:15][C:14]2=[O:24])[C@@H:10](CC([O-])=O)[CH2:9]1)[CH2:6][CH3:7])(=[O:3])[CH3:2].C([O-])([O-])=[O:30].[K+].[K+].CC(O)=O. (6) The reactants are: [OH:1][CH2:2][C:3]1[C:4]([C:29]([F:32])([F:31])[F:30])=[N:5][N:6]([CH2:8][C:9]2[CH:10]=[C:11]3[C:15](=[CH:16][CH:17]=2)[CH:14]([NH:18]C(=O)OCC2C=CC=CC=2)[CH2:13][CH2:12]3)[CH:7]=1. Given the product [NH2:18][CH:14]1[C:15]2[C:11](=[CH:10][C:9]([CH2:8][N:6]3[CH:7]=[C:3]([CH2:2][OH:1])[C:4]([C:29]([F:32])([F:31])[F:30])=[N:5]3)=[CH:17][CH:16]=2)[CH2:12][CH2:13]1, predict the reactants needed to synthesize it. (7) Given the product [CH2:12]([NH:11][C:9]([NH:8][C:5]1[CH:4]=[C:3]([C:14]2[O:15][C:16]([C:19]3[CH:24]=[CH:23][CH:22]=[CH:21][CH:20]=3)=[N:17][N:18]=2)[C:2]([B:28]2[O:29][C:30]([CH3:32])([CH3:31])[C:26]([CH3:42])([CH3:25])[O:27]2)=[CH:7][N:6]=1)=[O:10])[CH3:13], predict the reactants needed to synthesize it. The reactants are: Br[C:2]1[C:3]([C:14]2[O:15][C:16]([C:19]3[CH:24]=[CH:23][CH:22]=[CH:21][CH:20]=3)=[N:17][N:18]=2)=[CH:4][C:5]([NH:8][C:9]([NH:11][CH2:12][CH3:13])=[O:10])=[N:6][CH:7]=1.[CH3:25][C:26]1([CH3:42])[C:30]([CH3:32])([CH3:31])[O:29][B:28]([B:28]2[O:29][C:30]([CH3:32])([CH3:31])[C:26]([CH3:42])([CH3:25])[O:27]2)[O:27]1.C(N(CC)CC)C.CC([O-])=O.[K+].